Dataset: Reaction yield outcomes from USPTO patents with 853,638 reactions. Task: Predict the reaction yield, written as a fraction of the theoretical maximum amount of product (1.0 means a 100% yield; for example, 0.34 means a 34% yield). The reactants are [CH3:1][O:2][C:3]([C@H:5]1[C@@H:10]2[CH2:11][C@@H:7]([CH:8]=[CH:9]2)[C@H:6]1C(O)=O)=[O:4].C([N:17](CC)CC)C.Cl[C:23]([O:25][CH2:26][CH3:27])=[O:24].[N-]=[N+]=[N-].[Na+].[CH2:32](O)[C:33]1C=C[CH:36]=[CH:35][CH:34]=1. The catalyst is O1CCCC1.O.C1C=CC=CC=1.ClCCl. The product is [CH2:26]([O:25][C:23]([NH:17][C@@H:6]1[C@H:7]2[CH2:11][C@H:10]([CH:9]=[CH:8]2)[C@@H:5]1[C:3]([O:2][CH3:1])=[O:4])=[O:24])[C:27]1[CH:36]=[CH:35][CH:34]=[CH:33][CH:32]=1. The yield is 0.740.